Dataset: Catalyst prediction with 721,799 reactions and 888 catalyst types from USPTO. Task: Predict which catalyst facilitates the given reaction. (1) Reactant: [NH:1]=[C:2]1[N:6](C(C2C=CC=CC=2)=O)[C:5](=[O:15])[NH:4][CH2:3]1.CC(C)([O-])C.[K+].[CH3:22][O:23][C:24]1[CH:25]=[C:26]([CH:29]=[CH:30][C:31]=1[O:32][CH2:33][C:34]1[CH:39]=[CH:38][C:37]([O:40][CH3:41])=[CH:36][CH:35]=1)[CH:27]=O.O. Product: [NH2:1][C:2]1=[N:6][C:5](=[O:15])[NH:4]/[C:3]/1=[CH:27]\[C:26]1[CH:29]=[CH:30][C:31]([O:32][CH2:33][C:34]2[CH:39]=[CH:38][C:37]([O:40][CH3:41])=[CH:36][CH:35]=2)=[C:24]([O:23][CH3:22])[CH:25]=1. The catalyst class is: 8. (2) Reactant: [F:1][C:2]1[CH:10]=[C:9]2[C:5]([CH2:6][CH2:7][N:8]2[CH:11]2[CH2:16][CH2:15][NH:14][CH2:13][CH2:12]2)=[CH:4][CH:3]=1.Cl[C:18]1[N:19]=[N:20][C:21]([C:24]2[CH:25]=[N:26][N:27]([CH3:29])[CH:28]=2)=[CH:22][CH:23]=1.CCN(C(C)C)C(C)C.O. Product: [F:1][C:2]1[CH:10]=[C:9]2[C:5]([CH2:6][CH2:7][N:8]2[CH:11]2[CH2:16][CH2:15][N:14]([C:18]3[N:19]=[N:20][C:21]([C:24]4[CH:25]=[N:26][N:27]([CH3:29])[CH:28]=4)=[CH:22][CH:23]=3)[CH2:13][CH2:12]2)=[CH:4][CH:3]=1. The catalyst class is: 16. (3) Reactant: Br[C:2]1[CH:3]=[C:4]([N:8]2[CH:12]=[C:11]([CH2:13][OH:14])[N:10]=[CH:9]2)[CH:5]=[CH:6][CH:7]=1.[CH:15]([Sn](CCCC)(CCCC)CCCC)=[CH2:16]. Product: [CH:15]([C:2]1[CH:3]=[C:4]([N:8]2[CH:12]=[C:11]([CH2:13][OH:14])[N:10]=[CH:9]2)[CH:5]=[CH:6][CH:7]=1)=[CH2:16]. The catalyst class is: 233. (4) Reactant: CC[N:3]([CH2:6]C)CC.C1C=CC(P(N=[N+]=[N-])(C2C=CC=CC=2)=[O:15])=CC=1.[CH3:25][C:26]([O:29][C:30]([N:32]1[CH2:37][CH2:36][C:35]([CH3:41])(C(O)=O)[CH2:34][CH2:33]1)=[O:31])([CH3:28])[CH3:27].[Cl:42][CH2:43][CH2:44][OH:45]. Product: [Cl:42][CH2:43][CH2:44][O:45][C:6]([NH:3][C:35]1([CH3:41])[CH2:34][CH2:33][N:32]([C:30]([O:29][C:26]([CH3:25])([CH3:27])[CH3:28])=[O:31])[CH2:37][CH2:36]1)=[O:15]. The catalyst class is: 11. (5) Product: [F:1][C:2]1[CH:3]=[C:4]([C@H:9]([N:27]2[CH2:26][CH2:25][NH:24][C@H:23]([CH3:22])[CH2:28]2)[CH3:11])[CH:5]=[CH:6][C:7]=1[F:8]. Reactant: [F:1][C:2]1[CH:3]=[C:4]([C@H:9]([CH3:11])O)[CH:5]=[CH:6][C:7]=1[F:8].CS(Cl)(=O)=O.S([O-])(=O)(=O)C.[CH3:22][C@@H:23]1[CH2:28][NH:27][CH2:26][CH2:25][NH:24]1.CC1(C)CCCC(C)(C)N1. The catalyst class is: 513. (6) Reactant: [C:1]1([CH2:7][CH2:8][CH2:9][C:10](=O)[CH2:11][C:12]([O:14]CC)=[O:13])[CH:6]=[CH:5][CH:4]=[CH:3][CH:2]=1.[N:18]([C:21]1[CH:31]=[CH:30][C:24]([C:25]([NH:27][CH2:28][CH3:29])=[O:26])=[CH:23][CH:22]=1)=[N+:19]=[N-:20].[O-]CC.[Na+].O. Product: [CH2:28]([NH:27][C:25]([C:24]1[CH:30]=[CH:31][C:21]([N:18]2[C:10]([CH2:9][CH2:8][CH2:7][C:1]3[CH:2]=[CH:3][CH:4]=[CH:5][CH:6]=3)=[C:11]([C:12]([OH:14])=[O:13])[N:20]=[N:19]2)=[CH:22][CH:23]=1)=[O:26])[CH3:29]. The catalyst class is: 8. (7) Reactant: C([O:8][C:9]1[N:14]=[C:13]([NH:15][C:16]2[CH:21]=[CH:20][C:19]([C:22]3[N:23]=[C:24]([N:34]4[CH2:39][CH2:38][O:37][CH2:36][C@@H:35]4[CH3:40])[C:25]4[CH2:31][CH2:30][N:29]([CH:32]=[O:33])[CH2:28][C:26]=4[N:27]=3)=[CH:18][CH:17]=2)[CH:12]=[CH:11][CH:10]=1)C1C=CC=CC=1.CO.C(O)(=O)C. Product: [CH3:40][C@@H:35]1[N:34]([C:24]2[C:25]3[CH2:31][CH2:30][N:29]([CH:32]=[O:33])[CH2:28][C:26]=3[N:27]=[C:22]([C:19]3[CH:18]=[CH:17][C:16]([NH:15][C:13]4[NH:14][C:9](=[O:8])[CH:10]=[CH:11][CH:12]=4)=[CH:21][CH:20]=3)[N:23]=2)[CH2:39][CH2:38][O:37][CH2:36]1. The catalyst class is: 45. (8) Reactant: Cl.[NH2:2][CH2:3][CH2:4][N:5]1[CH2:12][CH:11]2[O:13][CH:7]([CH2:8][N:9]([CH2:14][CH2:15][O:16][C:17]3[CH:24]=[CH:23][C:20]([C:21]#[N:22])=[CH:19][C:18]=3[F:25])[CH2:10]2)[CH2:6]1.[F:26][C:27]1[CH:32]=[C:31]([F:33])[CH:30]=[CH:29][C:28]=1[S:34](Cl)(=[O:36])=[O:35].C(N(CC)CC)C. Product: [C:21]([C:20]1[CH:23]=[CH:24][C:17]([O:16][CH2:15][CH2:14][N:9]2[CH2:10][CH:11]3[O:13][CH:7]([CH2:6][N:5]([CH2:4][CH2:3][NH:2][S:34]([C:28]4[CH:29]=[CH:30][C:31]([F:33])=[CH:32][C:27]=4[F:26])(=[O:36])=[O:35])[CH2:12]3)[CH2:8]2)=[C:18]([F:25])[CH:19]=1)#[N:22]. The catalyst class is: 2.